Dataset: Full USPTO retrosynthesis dataset with 1.9M reactions from patents (1976-2016). Task: Predict the reactants needed to synthesize the given product. (1) Given the product [O:1]=[C:2]1[CH2:10][C:9]2[C:4](=[CH:5][CH:6]=[CH:7][CH:8]=2)[N:3]1[CH2:12][C:13]([NH2:15])=[O:14], predict the reactants needed to synthesize it. The reactants are: [O:1]=[C:2]1[C:10](=O)[C:9]2[C:4](=[CH:5][CH:6]=[CH:7][CH:8]=2)[N:3]1[CH2:12][C:13]([NH2:15])=[O:14]. (2) Given the product [Cl:1][C:2]1[CH:10]=[CH:9][C:8]2[N:7]([CH2:11][C:12]([N:22]3[CH2:27][CH2:26][O:25][CH2:24][CH2:23]3)=[O:13])[C:6]3[CH2:17][CH2:18][N:19]([CH3:21])[CH2:20][C:5]=3[C:4]=2[CH:3]=1, predict the reactants needed to synthesize it. The reactants are: [Cl:1][C:2]1[CH:10]=[CH:9][C:8]2[N:7]([CH2:11][C:12](OCC)=[O:13])[C:6]3[CH2:17][CH2:18][N:19]([CH3:21])[CH2:20][C:5]=3[C:4]=2[CH:3]=1.[NH:22]1[CH2:27][CH2:26][O:25][CH2:24][CH2:23]1. (3) Given the product [Cl:11][C:12]1[CH:13]=[C:14]([C:15]([N:4]2[CH2:5][CH2:6][O:1][C:2]3[CH:10]=[CH:9][N:8]=[CH:7][C:3]2=3)=[O:16])[CH:18]=[C:19]([Cl:23])[C:20]=1[O:21][CH3:22], predict the reactants needed to synthesize it. The reactants are: [O:1]1[CH2:6][CH2:5][NH:4][C:3]2[CH:7]=[N:8][CH:9]=[CH:10][C:2]1=2.[Cl:11][C:12]1[CH:13]=[C:14]([CH:18]=[C:19]([Cl:23])[C:20]=1[O:21][CH3:22])[C:15](O)=[O:16].P(Cl)(Cl)(Cl)=O.C(=O)([O-])O.[Na+]. (4) Given the product [Br:34][C:21]1[C:4]2[N:3]=[C:2]([CH3:1])[N:6]([CH2:7][C:8]3[C:17]4[C:12](=[CH:13][CH:14]=[CH:15][CH:16]=4)[CH:11]=[CH:10][CH:9]=3)[C:5]=2[CH:18]=[C:19]([N:23]2[CH2:28][CH2:27][O:26][CH2:25][CH2:24]2)[CH:20]=1, predict the reactants needed to synthesize it. The reactants are: [CH3:1][C:2]1[N:6]([CH2:7][C:8]2[C:17]3[C:12](=[CH:13][CH:14]=[CH:15][CH:16]=3)[CH:11]=[CH:10][CH:9]=2)[C:5]2[CH:18]=[C:19]([N:23]3[CH2:28][CH2:27][O:26][CH2:25][CH2:24]3)[CH:20]=[C:21](N)[C:4]=2[N:3]=1.N([O-])=O.[Na+].[Na+].[Br-:34].C([O-])(O)=O.[Na+].